The task is: Predict the reaction yield, written as a fraction of the theoretical maximum amount of product (1.0 means a 100% yield; for example, 0.34 means a 34% yield).. This data is from Reaction yield outcomes from USPTO patents with 853,638 reactions. (1) The reactants are [F:1][C:2]1[CH:24]=[C:23]([N+:25]([O-])=O)[CH:22]=[CH:21][C:3]=1[O:4][C:5]1[CH:10]=[CH:9][N:8]=[C:7]([NH:11][C:12](=[O:18])[O:13][C:14]([CH3:17])([CH3:16])[CH3:15])[C:6]=1[CH:19]=[CH2:20]. The catalyst is [C].[Pd]. The product is [NH2:25][C:23]1[CH:22]=[CH:21][C:3]([O:4][C:5]2[CH:10]=[CH:9][N:8]=[C:7]([NH:11][C:12](=[O:18])[O:13][C:14]([CH3:15])([CH3:17])[CH3:16])[C:6]=2[CH2:19][CH3:20])=[C:2]([F:1])[CH:24]=1. The yield is 0.890. (2) The reactants are [CH:1]1([C:6]([CH3:17])([C:12]([O:14]CC)=O)[C:7]([O:9]CC)=O)[CH2:5][CH2:4][CH2:3][CH2:2]1.[CH3:18][NH:19][C:20]([NH2:22])=[O:21]. No catalyst specified. The product is [CH:1]1([C:6]2([CH3:17])[C:7](=[O:9])[N:19]([CH3:18])[C:20](=[O:21])[NH:22][C:12]2=[O:14])[CH2:2][CH2:3][CH2:4][CH2:5]1. The yield is 0.700. (3) The reactants are ClC1C=CC2SC=C(CN3CCN(C4SC(C(O)=O)=C(C)N=4)C3=O)C=2C=1.[CH:27]1([CH2:30][N:31]2[CH2:36][CH2:35][CH2:34][N:33]([C:37]3[S:38][C:39]([C:43]([OH:45])=O)=[C:40]([CH3:42])[N:41]=3)[C:32]2=[O:46])[CH2:29][CH2:28]1.[N:47]1[CH:52]=[CH:51][CH:50]=[C:49]([CH2:53][NH2:54])[CH:48]=1. No catalyst specified. The product is [CH:27]1([CH2:30][N:31]2[CH2:36][CH2:35][CH2:34][N:33]([C:37]3[S:38][C:39]([C:43]([NH:54][CH2:53][C:49]4[CH:48]=[N:47][CH:52]=[CH:51][CH:50]=4)=[O:45])=[C:40]([CH3:42])[N:41]=3)[C:32]2=[O:46])[CH2:28][CH2:29]1. The yield is 0.220.